Dataset: NCI-60 drug combinations with 297,098 pairs across 59 cell lines. Task: Regression. Given two drug SMILES strings and cell line genomic features, predict the synergy score measuring deviation from expected non-interaction effect. (1) Drug 1: CC(CN1CC(=O)NC(=O)C1)N2CC(=O)NC(=O)C2. Drug 2: CC1C(C(CC(O1)OC2CC(CC3=C2C(=C4C(=C3O)C(=O)C5=C(C4=O)C(=CC=C5)OC)O)(C(=O)C)O)N)O.Cl. Cell line: HS 578T. Synergy scores: CSS=27.0, Synergy_ZIP=-1.32, Synergy_Bliss=7.44, Synergy_Loewe=-0.326, Synergy_HSA=8.51. (2) Drug 1: CC1C(C(CC(O1)OC2CC(CC3=C2C(=C4C(=C3O)C(=O)C5=C(C4=O)C(=CC=C5)OC)O)(C(=O)C)O)N)O.Cl. Drug 2: COC1=C2C(=CC3=C1OC=C3)C=CC(=O)O2. Cell line: TK-10. Synergy scores: CSS=11.5, Synergy_ZIP=-3.29, Synergy_Bliss=5.38, Synergy_Loewe=4.21, Synergy_HSA=4.39. (3) Synergy scores: CSS=-0.274, Synergy_ZIP=-0.467, Synergy_Bliss=-3.28, Synergy_Loewe=-2.65, Synergy_HSA=-4.63. Drug 1: CCCCCOC(=O)NC1=NC(=O)N(C=C1F)C2C(C(C(O2)C)O)O. Drug 2: CC(C)CN1C=NC2=C1C3=CC=CC=C3N=C2N. Cell line: EKVX. (4) Drug 1: CN1C2=C(C=C(C=C2)N(CCCl)CCCl)N=C1CCCC(=O)O.Cl. Synergy scores: CSS=5.87, Synergy_ZIP=-2.44, Synergy_Bliss=-0.996, Synergy_Loewe=-0.407, Synergy_HSA=-0.389. Cell line: EKVX. Drug 2: CC(C)CN1C=NC2=C1C3=CC=CC=C3N=C2N. (5) Drug 1: C1=NC2=C(N1)C(=S)N=C(N2)N. Drug 2: C1CNP(=O)(OC1)N(CCCl)CCCl. Cell line: NCI-H522. Synergy scores: CSS=18.0, Synergy_ZIP=-6.99, Synergy_Bliss=-0.485, Synergy_Loewe=-28.9, Synergy_HSA=-0.906. (6) Drug 1: CC1OCC2C(O1)C(C(C(O2)OC3C4COC(=O)C4C(C5=CC6=C(C=C35)OCO6)C7=CC(=C(C(=C7)OC)O)OC)O)O. Drug 2: CC(C)(C#N)C1=CC=C(C=C1)N2C3=C4C=C(C=CC4=NC=C3N(C2=O)C)C5=CC6=CC=CC=C6N=C5. Cell line: SK-OV-3. Synergy scores: CSS=53.6, Synergy_ZIP=3.11, Synergy_Bliss=2.92, Synergy_Loewe=-0.645, Synergy_HSA=6.31. (7) Drug 1: C1=CC(=CC=C1CC(C(=O)O)N)N(CCCl)CCCl.Cl. Drug 2: N.N.Cl[Pt+2]Cl. Cell line: CAKI-1. Synergy scores: CSS=13.2, Synergy_ZIP=-8.33, Synergy_Bliss=-6.00, Synergy_Loewe=-8.86, Synergy_HSA=-2.92. (8) Drug 1: CC1C(C(=O)NC(C(=O)N2CCCC2C(=O)N(CC(=O)N(C(C(=O)O1)C(C)C)C)C)C(C)C)NC(=O)C3=C4C(=C(C=C3)C)OC5=C(C(=O)C(=C(C5=N4)C(=O)NC6C(OC(=O)C(N(C(=O)CN(C(=O)C7CCCN7C(=O)C(NC6=O)C(C)C)C)C)C(C)C)C)N)C. Drug 2: CC=C1C(=O)NC(C(=O)OC2CC(=O)NC(C(=O)NC(CSSCCC=C2)C(=O)N1)C(C)C)C(C)C. Cell line: SW-620. Synergy scores: CSS=38.0, Synergy_ZIP=1.20, Synergy_Bliss=4.05, Synergy_Loewe=-18.2, Synergy_HSA=1.49. (9) Cell line: RXF 393. Drug 1: CC1=C(C=C(C=C1)NC2=NC=CC(=N2)N(C)C3=CC4=NN(C(=C4C=C3)C)C)S(=O)(=O)N.Cl. Drug 2: COCCOC1=C(C=C2C(=C1)C(=NC=N2)NC3=CC=CC(=C3)C#C)OCCOC.Cl. Synergy scores: CSS=14.7, Synergy_ZIP=1.42, Synergy_Bliss=6.00, Synergy_Loewe=5.62, Synergy_HSA=7.32. (10) Drug 1: C1=CC(=CC=C1CCC2=CNC3=C2C(=O)NC(=N3)N)C(=O)NC(CCC(=O)O)C(=O)O. Drug 2: CN(C)C1=NC(=NC(=N1)N(C)C)N(C)C. Cell line: SK-MEL-28. Synergy scores: CSS=8.80, Synergy_ZIP=-2.47, Synergy_Bliss=1.33, Synergy_Loewe=-20.3, Synergy_HSA=-2.88.